Dataset: Reaction yield outcomes from USPTO patents with 853,638 reactions. Task: Predict the reaction yield, written as a fraction of the theoretical maximum amount of product (1.0 means a 100% yield; for example, 0.34 means a 34% yield). (1) The reactants are [C:1]([CH2:4][CH2:5][NH:6][C:7]1[CH:12]=[CH:11][C:10]([C:13]2[CH:14]=[C:15]([C:20]3[CH:25]=[CH:24][C:23]([C:26]([O:28][CH2:29][CH3:30])=[O:27])=[CH:22][CH:21]=3)[CH:16]=[CH:17][C:18]=2[OH:19])=[CH:9][C:8]=1[C:31]([CH3:34])([CH3:33])[CH3:32])(=[O:3])[CH3:2].C(=O)([O-])[O-].[Cs+].[Cs+].Br[CH2:42][CH2:43][CH2:44][CH2:45][O:46][Si:47]([C:50]([CH3:53])([CH3:52])[CH3:51])([CH3:49])[CH3:48]. The catalyst is CN(C)C=O. The product is [C:1]([CH2:4][CH2:5][NH:6][C:7]1[CH:12]=[CH:11][C:10]([C:13]2[CH:14]=[C:15]([C:20]3[CH:21]=[CH:22][C:23]([C:26]([O:28][CH2:29][CH3:30])=[O:27])=[CH:24][CH:25]=3)[CH:16]=[CH:17][C:18]=2[O:19][CH2:42][CH2:43][CH2:44][CH2:45][O:46][Si:47]([C:50]([CH3:51])([CH3:53])[CH3:52])([CH3:48])[CH3:49])=[CH:9][C:8]=1[C:31]([CH3:33])([CH3:32])[CH3:34])(=[O:3])[CH3:2]. The yield is 0.990. (2) The reactants are [CH3:1][O:2][C:3]([C:5]1[C:10]([Cl:11])=[C:9]([NH2:12])[N:8]=[C:7]([C:13]2[CH:18]=[CH:17][C:16]([Cl:19])=[C:15]([S:20][CH3:21])[C:14]=2[F:22])[N:6]=1)=[O:4].OO.S([O-])([O-])=[O:26].[Na+].[Na+]. The catalyst is C(O)C(F)(F)F. The product is [CH3:1][O:2][C:3]([C:5]1[C:10]([Cl:11])=[C:9]([NH2:12])[N:8]=[C:7]([C:13]2[CH:18]=[CH:17][C:16]([Cl:19])=[C:15]([S:20]([CH3:21])=[O:26])[C:14]=2[F:22])[N:6]=1)=[O:4]. The yield is 0.850. (3) The reactants are [NH2:1][C:2]1[C:11]2[C:6](=[CH:7][CH:8]=[CH:9][CH:10]=2)[C:5]([O:12][C:13]2[C:22]3[NH:21][C:20](=[O:23])[C:19]([CH3:24])=[N:18][C:17]=3[N:16]=[CH:15][CH:14]=2)=[CH:4][CH:3]=1.[C:25]([C:29]1[CH:33]=[C:32]([N:34]=[C:35]=[O:36])[N:31]([C:37]2[CH:42]=[CH:41][CH:40]=[CH:39][CH:38]=2)[N:30]=1)([CH3:28])([CH3:27])[CH3:26]. No catalyst specified. The product is [C:25]([C:29]1[CH:33]=[C:32]([NH:34][C:35]([NH:1][C:2]2[C:11]3[C:6](=[CH:7][CH:8]=[CH:9][CH:10]=3)[C:5]([O:12][C:13]3[C:22]4[NH:21][C:20](=[O:23])[C:19]([CH3:24])=[N:18][C:17]=4[N:16]=[CH:15][CH:14]=3)=[CH:4][CH:3]=2)=[O:36])[N:31]([C:37]2[CH:42]=[CH:41][CH:40]=[CH:39][CH:38]=2)[N:30]=1)([CH3:28])([CH3:26])[CH3:27]. The yield is 0.410. (4) The reactants are [C:1]([O:5][C:6]([N:8]1[CH2:13][CH2:12][O:11][CH:10]([CH2:14][OH:15])[CH2:9]1)=[O:7])([CH3:4])([CH3:3])[CH3:2].[H-].[Na+].[C:18]1([N:24]2[CH2:29][CH2:28][N:27]([C:30](OC3C=CC([N+]([O-])=O)=CC=3)=[O:31])[CH2:26][CH2:25]2)[CH:23]=[CH:22][CH:21]=[CH:20][CH:19]=1. The catalyst is C1COCC1. The product is [C:1]([O:5][C:6]([N:8]1[CH2:13][CH2:12][O:11][CH:10]([CH2:14][O:15][C:30]([N:27]2[CH2:28][CH2:29][N:24]([C:18]3[CH:19]=[CH:20][CH:21]=[CH:22][CH:23]=3)[CH2:25][CH2:26]2)=[O:31])[CH2:9]1)=[O:7])([CH3:4])([CH3:3])[CH3:2]. The yield is 0.870.